Dataset: Forward reaction prediction with 1.9M reactions from USPTO patents (1976-2016). Task: Predict the product of the given reaction. (1) The product is: [CH2:3]([C:2]1[NH:12][C:6]2[C:5]([CH:1]=1)=[CH:10][C:9]([F:11])=[CH:8][CH:7]=2)[CH3:4]. Given the reactants [C:1]([C:5]1[CH:10]=[C:9]([F:11])[CH:8]=[CH:7][C:6]=1[NH2:12])#[C:2][CH2:3][CH3:4].O, predict the reaction product. (2) Given the reactants C(=O)([O-])[O-].[Na+].[Na+].[CH3:7][CH:8]([O:10][C:11]1[CH:16]=[CH:15][C:14](B(O)O)=[CH:13][CH:12]=1)[CH3:9].Br[C:21]1[C:22]([NH2:27])=[N:23][CH:24]=[CH:25][CH:26]=1, predict the reaction product. The product is: [CH3:7][CH:8]([O:10][C:11]1[CH:16]=[CH:15][C:14]([C:21]2[C:22]([NH2:27])=[N:23][CH:24]=[CH:25][CH:26]=2)=[CH:13][CH:12]=1)[CH3:9]. (3) Given the reactants [CH3:1][C:2]1[CH:3]=[N:4][CH:5]=[C:6]([CH:10]=1)[C:7](O)=[O:8].FC1C=C(C(O)=O)C=C(C=1)C(O)=O.[H-].[H-].[H-].[H-].[Li+].[Al+3], predict the reaction product. The product is: [CH3:1][C:2]1[CH:10]=[C:6]([CH2:7][OH:8])[CH:5]=[N:4][CH:3]=1. (4) Given the reactants C(OC([N:8]1[CH2:11][CH:10]([C:12]([OH:14])=O)[CH2:9]1)=O)(C)(C)C.[CH:15]1([C:18]2[C:19]([O:28][CH2:29][CH:30]3[CH2:32][CH2:31]3)=[CH:20][C:21]([C:24](=[N:26]O)[NH2:25])=[N:22][CH:23]=2)[CH2:17][CH2:16]1, predict the reaction product. The product is: [NH:8]1[CH2:9][CH:10]([C:12]2[O:14][N:25]=[C:24]([C:21]3[CH:20]=[C:19]([O:28][CH2:29][CH:30]4[CH2:32][CH2:31]4)[C:18]([CH:15]4[CH2:17][CH2:16]4)=[CH:23][N:22]=3)[N:26]=2)[CH2:11]1. (5) Given the reactants O.[OH-].[Li+].[NH2:4][C:5]1[N:10]=[CH:9][N:8]=[C:7]2[N:11]([CH:15]([C:17]3[C:18]([O:36][CH3:37])=[C:19]([C:25]4[CH:30]=[CH:29][C:28]([C:31]([O:33]C)=[O:32])=[C:27]([F:35])[CH:26]=4)[C:20]([CH3:24])=[C:21]([Cl:23])[CH:22]=3)[CH3:16])[N:12]=[C:13]([CH3:14])[C:6]=12.O1CCCC1.Cl, predict the reaction product. The product is: [NH2:4][C:5]1[N:10]=[CH:9][N:8]=[C:7]2[N:11]([CH:15]([C:17]3[C:18]([O:36][CH3:37])=[C:19]([C:25]4[CH:30]=[CH:29][C:28]([C:31]([OH:33])=[O:32])=[C:27]([F:35])[CH:26]=4)[C:20]([CH3:24])=[C:21]([Cl:23])[CH:22]=3)[CH3:16])[N:12]=[C:13]([CH3:14])[C:6]=12. (6) Given the reactants [Cl:1][C:2]1[CH:3]=[CH:4][C:5]([CH3:10])=[C:6]([CH:9]=1)[C:7]#[N:8].[Br:11]N1C(=O)CCC1=O.C(OOC(=O)C1C=CC=CC=1)(=O)C1C=CC=CC=1, predict the reaction product. The product is: [Cl:1][C:2]1[CH:3]=[CH:4][C:5]([CH2:10][Br:11])=[C:6]([C:7]#[N:8])[CH:9]=1.